Regression. Given two drug SMILES strings and cell line genomic features, predict the synergy score measuring deviation from expected non-interaction effect. From a dataset of NCI-60 drug combinations with 297,098 pairs across 59 cell lines. (1) Drug 1: CC1=C(C=C(C=C1)NC(=O)C2=CC=C(C=C2)CN3CCN(CC3)C)NC4=NC=CC(=N4)C5=CN=CC=C5. Drug 2: CNC(=O)C1=NC=CC(=C1)OC2=CC=C(C=C2)NC(=O)NC3=CC(=C(C=C3)Cl)C(F)(F)F. Cell line: HT29. Synergy scores: CSS=-1.35, Synergy_ZIP=-0.295, Synergy_Bliss=-2.24, Synergy_Loewe=-2.76, Synergy_HSA=-3.34. (2) Drug 1: C1CC(C1)(C(=O)O)C(=O)O.[NH2-].[NH2-].[Pt+2]. Drug 2: CNC(=O)C1=NC=CC(=C1)OC2=CC=C(C=C2)NC(=O)NC3=CC(=C(C=C3)Cl)C(F)(F)F. Cell line: TK-10. Synergy scores: CSS=-5.53, Synergy_ZIP=2.06, Synergy_Bliss=-1.70, Synergy_Loewe=-5.30, Synergy_HSA=-6.25. (3) Drug 1: C1CCC(C1)C(CC#N)N2C=C(C=N2)C3=C4C=CNC4=NC=N3. Drug 2: CC1CCCC2(C(O2)CC(NC(=O)CC(C(C(=O)C(C1O)C)(C)C)O)C(=CC3=CSC(=N3)C)C)C. Cell line: NCI/ADR-RES. Synergy scores: CSS=-1.23, Synergy_ZIP=0.306, Synergy_Bliss=-1.64, Synergy_Loewe=-3.16, Synergy_HSA=-3.46. (4) Drug 1: C1=CC=C(C(=C1)C(C2=CC=C(C=C2)Cl)C(Cl)Cl)Cl. Drug 2: C(CCl)NC(=O)N(CCCl)N=O. Cell line: OVCAR3. Synergy scores: CSS=4.78, Synergy_ZIP=0.268, Synergy_Bliss=3.08, Synergy_Loewe=-2.42, Synergy_HSA=0.0956. (5) Drug 1: CCC(=C(C1=CC=CC=C1)C2=CC=C(C=C2)OCCN(C)C)C3=CC=CC=C3.C(C(=O)O)C(CC(=O)O)(C(=O)O)O. Drug 2: CC=C1C(=O)NC(C(=O)OC2CC(=O)NC(C(=O)NC(CSSCCC=C2)C(=O)N1)C(C)C)C(C)C. Cell line: HCT-15. Synergy scores: CSS=-2.57, Synergy_ZIP=1.86, Synergy_Bliss=1.79, Synergy_Loewe=-0.731, Synergy_HSA=-1.33. (6) Drug 1: CC(C1=C(C=CC(=C1Cl)F)Cl)OC2=C(N=CC(=C2)C3=CN(N=C3)C4CCNCC4)N. Drug 2: CC(C)NC(=O)C1=CC=C(C=C1)CNNC.Cl. Cell line: RPMI-8226. Synergy scores: CSS=1.13, Synergy_ZIP=6.70, Synergy_Bliss=14.5, Synergy_Loewe=-5.10, Synergy_HSA=0.102. (7) Drug 1: C1=CC(=CC=C1CC(C(=O)O)N)N(CCCl)CCCl.Cl. Drug 2: CC1C(C(=O)NC(C(=O)N2CCCC2C(=O)N(CC(=O)N(C(C(=O)O1)C(C)C)C)C)C(C)C)NC(=O)C3=C4C(=C(C=C3)C)OC5=C(C(=O)C(=C(C5=N4)C(=O)NC6C(OC(=O)C(N(C(=O)CN(C(=O)C7CCCN7C(=O)C(NC6=O)C(C)C)C)C)C(C)C)C)N)C. Cell line: HT29. Synergy scores: CSS=18.2, Synergy_ZIP=3.94, Synergy_Bliss=4.09, Synergy_Loewe=-1.93, Synergy_HSA=-0.148. (8) Drug 1: CN(CC1=CN=C2C(=N1)C(=NC(=N2)N)N)C3=CC=C(C=C3)C(=O)NC(CCC(=O)O)C(=O)O. Drug 2: CCC1(C2=C(COC1=O)C(=O)N3CC4=CC5=C(C=CC(=C5CN(C)C)O)N=C4C3=C2)O.Cl. Cell line: MALME-3M. Synergy scores: CSS=11.3, Synergy_ZIP=-7.57, Synergy_Bliss=-4.26, Synergy_Loewe=-5.68, Synergy_HSA=-1.49. (9) Drug 1: CN(C)C1=NC(=NC(=N1)N(C)C)N(C)C. Drug 2: CC1CCC2CC(C(=CC=CC=CC(CC(C(=O)C(C(C(=CC(C(=O)CC(OC(=O)C3CCCCN3C(=O)C(=O)C1(O2)O)C(C)CC4CCC(C(C4)OC)O)C)C)O)OC)C)C)C)OC. Cell line: TK-10. Synergy scores: CSS=13.3, Synergy_ZIP=-5.90, Synergy_Bliss=-1.34, Synergy_Loewe=-25.7, Synergy_HSA=-4.99.